This data is from Forward reaction prediction with 1.9M reactions from USPTO patents (1976-2016). The task is: Predict the product of the given reaction. (1) Given the reactants [F:1][C:2]1[C:3]([F:25])=[C:4]([F:24])[C:5]2[S:9][C:8]([NH:10][C:11](=[O:22])[C:12]3[CH:17]=[CH:16][CH:15]=[C:14]([C:18]([F:21])([F:20])[F:19])[CH:13]=3)=[N:7][C:6]=2[CH:23]=1.FC(F)(F)C1C=C(C=CC=1)C(Cl)=O.Br[CH:40]([CH3:46])[C:41]([O:43]CC)=[O:42].FC1C2N=C(NC(=O)C3C=CC(C)=CC=3)SC=2C=C(F)C=1.C1(C)C=CC(C(Cl)=O)=CC=1.BrCC(OCC)=O, predict the reaction product. The product is: [F:1][C:2]1[C:3]([F:25])=[C:4]([F:24])[C:5]2[S:9][C:8](=[N:10][C:11](=[O:22])[C:12]3[CH:17]=[CH:16][CH:15]=[C:14]([C:18]([F:21])([F:19])[F:20])[CH:13]=3)[N:7]([CH:40]([CH3:46])[C:41]([OH:43])=[O:42])[C:6]=2[CH:23]=1. (2) Given the reactants [N+:1]([C:4]1[CH:9]=[CH:8][C:7]([C:10]2[C:11]([C:21]([NH2:23])=[O:22])=[C:12]([NH:15][C:16]([NH:18][CH2:19][CH3:20])=[O:17])[NH:13][CH:14]=2)=[CH:6][CH:5]=1)([O-])=O.[H][H], predict the reaction product. The product is: [NH2:1][C:4]1[CH:5]=[CH:6][C:7]([C:10]2[C:11]([C:21]([NH2:23])=[O:22])=[C:12]([NH:15][C:16]([NH:18][CH2:19][CH3:20])=[O:17])[NH:13][CH:14]=2)=[CH:8][CH:9]=1. (3) Given the reactants [C:1]([C:4]1[CH:5]=[C:6]([C:20]2[CH:25]=[CH:24][C:23]([Cl:26])=[C:22]([Cl:27])[CH:21]=2)[CH:7]=[C:8]2[C:16]=1[NH:15][C:14]1[CH:13]=[CH:12][C:11]([C:17]([OH:19])=O)=[CH:10][C:9]2=1)(=[O:3])[NH2:2].CN(C(ON1N=N[C:38]2[CH:39]=[CH:40][CH:41]=[N:42][C:37]1=2)=[N+](C)C)C.F[P-](F)(F)(F)(F)F.[CH3:52][N:53](C=O)[CH3:54], predict the reaction product. The product is: [Cl:27][C:22]1[CH:21]=[C:20]([C:6]2[CH:5]=[C:4]([C:1]([NH2:2])=[O:3])[C:16]3[NH:15][C:14]4[C:9]([C:8]=3[CH:7]=2)=[CH:10][C:11]([C:17]([N:42]2[CH2:37][CH2:38][CH:39]([N:53]([CH3:54])[CH3:52])[CH2:40][CH2:41]2)=[O:19])=[CH:12][CH:13]=4)[CH:25]=[CH:24][C:23]=1[Cl:26]. (4) The product is: [C:17]([O:16][C:14]([N:5]1[CH2:6][CH2:7][CH2:8][C@@H:3]([OH:2])[CH2:4]1)=[O:15])([CH3:20])([CH3:19])[CH3:18]. Given the reactants Cl.[OH:2][C@@H:3]1[CH2:8][CH2:7][CH2:6][NH:5][CH2:4]1.C(=O)([O-])O.[Na+].[C:14](O[C:14]([O:16][C:17]([CH3:20])([CH3:19])[CH3:18])=[O:15])([O:16][C:17]([CH3:20])([CH3:19])[CH3:18])=[O:15], predict the reaction product. (5) Given the reactants C(=[O:8])C1C=CC=CC=1.[C:9]([C:11]1[CH:12]=[C:13]([CH:35]=[CH:36][CH:37]=1)[CH2:14][NH:15][C:16]1[CH:17]=[C:18]2[C:23](=[CH:24][CH:25]=1)[N:22]=[C:21]([N:26]1[CH:30]=[C:29]([C:31]([OH:33])=[O:32])[CH:28]=[N:27]1)[NH:20][C:19]2=[O:34])#[N:10], predict the reaction product. The product is: [C:9]([C:11]1[CH:12]=[C:13]([CH:35]=[CH:36][CH:37]=1)[CH2:14][NH:15][C:16]1[CH:17]=[C:18]2[C:23](=[CH:24][CH:25]=1)[N:22]=[C:21]([N:26]1[CH:30]=[C:29]([C:31]([OH:33])=[O:32])[CH:28]=[N:27]1)[NH:20][C:19]2=[O:34])(=[O:8])[NH2:10]. (6) The product is: [CH2:21]([N:4]1[C:3](=[O:9])[C:2]([Cl:1])=[C:7]([Cl:8])[CH:6]=[N:5]1)[C:22]1[CH:27]=[CH:26][CH:25]=[CH:24][CH:23]=1. Given the reactants [Cl:1][C:2]1[C:3](=[O:9])[NH:4][N:5]=[CH:6][C:7]=1[Cl:8].CN(C=O)C.C([O-])([O-])=O.[K+].[K+].[CH2:21](Br)[C:22]1[CH:27]=[CH:26][CH:25]=[CH:24][CH:23]=1, predict the reaction product.